Dataset: NCI-60 drug combinations with 297,098 pairs across 59 cell lines. Task: Regression. Given two drug SMILES strings and cell line genomic features, predict the synergy score measuring deviation from expected non-interaction effect. (1) Drug 1: C1=NC2=C(N=C(N=C2N1C3C(C(C(O3)CO)O)O)F)N. Drug 2: C(CC(=O)O)C(=O)CN.Cl. Cell line: SW-620. Synergy scores: CSS=0.549, Synergy_ZIP=1.00, Synergy_Bliss=2.17, Synergy_Loewe=-0.863, Synergy_HSA=0.0651. (2) Drug 1: CCC(=C(C1=CC=CC=C1)C2=CC=C(C=C2)OCCN(C)C)C3=CC=CC=C3.C(C(=O)O)C(CC(=O)O)(C(=O)O)O. Drug 2: C1CCC(C(C1)N)N.C(=O)(C(=O)[O-])[O-].[Pt+4]. Cell line: MDA-MB-435. Synergy scores: CSS=22.3, Synergy_ZIP=-5.58, Synergy_Bliss=-1.58, Synergy_Loewe=-7.70, Synergy_HSA=-0.0323. (3) Drug 1: CC1=C2C(C(=O)C3(C(CC4C(C3C(C(C2(C)C)(CC1OC(=O)C(C(C5=CC=CC=C5)NC(=O)OC(C)(C)C)O)O)OC(=O)C6=CC=CC=C6)(CO4)OC(=O)C)O)C)O. Drug 2: COC1=C2C(=CC3=C1OC=C3)C=CC(=O)O2. Cell line: A498. Synergy scores: CSS=2.53, Synergy_ZIP=-3.96, Synergy_Bliss=-8.26, Synergy_Loewe=-37.1, Synergy_HSA=-7.82. (4) Drug 1: C1=C(C(=O)NC(=O)N1)F. Drug 2: CC(C)(C#N)C1=CC(=CC(=C1)CN2C=NC=N2)C(C)(C)C#N. Cell line: CCRF-CEM. Synergy scores: CSS=5.83, Synergy_ZIP=-11.6, Synergy_Bliss=-29.7, Synergy_Loewe=-28.7, Synergy_HSA=-28.2.